The task is: Predict the product of the given reaction.. This data is from Forward reaction prediction with 1.9M reactions from USPTO patents (1976-2016). (1) Given the reactants [OH:1]O.[N:3]1[CH:8]=[CH:7][CH:6]=[C:5]([CH2:9][C:10]#[N:11])[CH:4]=1.O, predict the reaction product. The product is: [CH:7]1[CH:8]=[N+:3]([O-:1])[CH:4]=[C:5]([CH2:9][C:10]#[N:11])[CH:6]=1. (2) The product is: [F:44][C:37]([F:43])([CH2:38][OH:39])[CH2:36][C:33]1[CH:34]=[CH:35][C:30]([NH:29][C:27](=[O:28])[CH2:26][C:23]2[CH:24]=[CH:25][C:20]([C:6]3[CH:7]=[N:8][C:9]([O:10][CH2:11][C:12]4[CH:17]=[CH:16][C:15]([O:18][CH3:19])=[CH:14][CH:13]=4)=[C:4]([O:3][CH2:1][CH3:2])[CH:5]=3)=[CH:21][C:22]=2[F:49])=[CH:31][C:32]=1[C:45]([F:46])([F:47])[F:48]. Given the reactants [CH2:1]([O:3][C:4]1[CH:5]=[C:6]([C:20]2[CH:25]=[CH:24][C:23]([CH2:26][C:27]([NH:29][C:30]3[CH:35]=[CH:34][C:33]([CH2:36][C:37]([F:44])([F:43])[C:38](OCC)=[O:39])=[C:32]([C:45]([F:48])([F:47])[F:46])[CH:31]=3)=[O:28])=[C:22]([F:49])[CH:21]=2)[CH:7]=[N:8][C:9]=1[O:10][CH2:11][C:12]1[CH:17]=[CH:16][C:15]([O:18][CH3:19])=[CH:14][CH:13]=1)[CH3:2].[H-].[H-].[H-].[H-].[Li+].[Al+3].CC(=O)OCC, predict the reaction product. (3) Given the reactants [CH:1](=[O:4])[CH:2]=[CH2:3].C(Cl)(Cl)Cl.[CH3:9][O:10][CH2:11][CH2:12][C:13]1[C:21]2[C:20]([NH:22][C@@H:23]3[CH2:28][CH2:27][C@H:26]([CH3:29])[NH:25][CH2:24]3)=[N:19][CH:18]=[N:17][C:16]=2[N:15]([S:30]([C:33]2[CH:39]=[CH:38][C:36]([CH3:37])=[CH:35][CH:34]=2)(=[O:32])=[O:31])[CH:14]=1.CCN(C(C)C)C(C)C.C(Cl)(=O)C=C.C([O-])(O)=O.[Na+], predict the reaction product. The product is: [CH3:9][O:10][CH2:11][CH2:12][C:13]1[C:21]2[C:20]([NH:22][C@H:23]3[CH2:24][N:25]([C:1](=[O:4])[CH:2]=[CH2:3])[C@@H:26]([CH3:29])[CH2:27][CH2:28]3)=[N:19][CH:18]=[N:17][C:16]=2[N:15]([S:30]([C:33]2[CH:39]=[CH:38][C:36]([CH3:37])=[CH:35][CH:34]=2)(=[O:32])=[O:31])[CH:14]=1. (4) Given the reactants [Cl:1][C:2]1[CH:3]=[C:4]2[C:8](=[C:9]([CH3:11])[CH:10]=1)[N:7]([CH2:12][CH2:13][O:14][CH3:15])[CH:6]=[C:5]2[C:16]([N:18]1[CH2:23][CH2:22][CH:21]([C:24]2[CH:25]=[C:26]([CH:35]=[CH:36][C:37]=2[F:38])[CH2:27][NH:28]C(=O)C(F)(F)F)[CH2:20][CH2:19]1)=[O:17].C([O-])([O-])=O.[K+].[K+].Cl.CCOCC, predict the reaction product. The product is: [ClH:1].[NH2:28][CH2:27][C:26]1[CH:35]=[CH:36][C:37]([F:38])=[C:24]([CH:21]2[CH2:20][CH2:19][N:18]([C:16]([C:5]3[C:4]4[C:8](=[C:9]([CH3:11])[CH:10]=[C:2]([Cl:1])[CH:3]=4)[N:7]([CH2:12][CH2:13][O:14][CH3:15])[CH:6]=3)=[O:17])[CH2:23][CH2:22]2)[CH:25]=1. (5) Given the reactants [C:1]1([N:7]([C:32]2[CH:37]=[CH:36][CH:35]=[CH:34][CH:33]=2)[C:8]2[CH:13]=[CH:12][C:11]([C:14]3[CH:19]=[C:18]([C:20]4[CH:25]=[CH:24][C:23]([C:26]([F:29])([F:28])[F:27])=[CH:22][CH:21]=4)[N:17]=[C:16]([C:30]#[N:31])[CH:15]=3)=[CH:10][CH:9]=2)[CH:6]=[CH:5][CH:4]=[CH:3][CH:2]=1.[N-:38]=[N+:39]=[N-:40].[Na+].[Cl-].[NH4+].O, predict the reaction product. The product is: [NH:38]1[C:30]([C:16]2[CH:15]=[C:14]([C:11]3[CH:10]=[CH:9][C:8]([N:7]([C:1]4[CH:2]=[CH:3][CH:4]=[CH:5][CH:6]=4)[C:32]4[CH:33]=[CH:34][CH:35]=[CH:36][CH:37]=4)=[CH:13][CH:12]=3)[CH:19]=[C:18]([C:20]3[CH:25]=[CH:24][C:23]([C:26]([F:27])([F:28])[F:29])=[CH:22][CH:21]=3)[N:17]=2)=[N:31][N:40]=[N:39]1.